From a dataset of Full USPTO retrosynthesis dataset with 1.9M reactions from patents (1976-2016). Predict the reactants needed to synthesize the given product. (1) Given the product [C:20]([O:19][C:17]([N:6]1[CH2:7][CH2:8][C:9]2[N:1]=[C:2]([NH2:10])[S:3][C:4]=2[CH2:5]1)=[O:18])([CH3:23])([CH3:22])[CH3:21], predict the reactants needed to synthesize it. The reactants are: [N:1]1[C:9]2[CH2:8][CH2:7][NH:6][CH2:5][C:4]=2[S:3][C:2]=1[NH2:10].C(=O)([O-])[O-].[K+].[K+].[C:17](O[C:17]([O:19][C:20]([CH3:23])([CH3:22])[CH3:21])=[O:18])([O:19][C:20]([CH3:23])([CH3:22])[CH3:21])=[O:18]. (2) Given the product [O:9]1[C:10]2([CH2:16][CH2:15][CH2:14][N:13]([C:17]([O:19][C:20]([CH3:23])([CH3:22])[CH3:21])=[O:18])[CH2:12][CH2:11]2)[CH2:2]1, predict the reactants needed to synthesize it. The reactants are: [I-].[CH3:2][S+](C)(C)=O.[H-].[Na+].[O:9]=[C:10]1[CH2:16][CH2:15][CH2:14][N:13]([C:17]([O:19][C:20]([CH3:23])([CH3:22])[CH3:21])=[O:18])[CH2:12][CH2:11]1.O. (3) Given the product [NH2:35][C:32]1[CH:33]=[CH:34][C:29]([O:28][C:25]2[CH:24]=[CH:23][N:22]=[C:21]3[CH:20]=[C:19]([C:16]4[CH:15]=[CH:14][C:13]([CH2:12][N:4]([CH:1]5[CH2:2][CH2:3]5)[C:5](=[O:11])[O:6][C:7]([CH3:10])([CH3:9])[CH3:8])=[CH:18][CH:17]=4)[S:27][C:26]=23)=[C:30]([F:38])[CH:31]=1, predict the reactants needed to synthesize it. The reactants are: [CH:1]1([N:4]([CH2:12][C:13]2[CH:18]=[CH:17][C:16]([C:19]3[S:27][C:26]4[C:21](=[N:22][CH:23]=[CH:24][C:25]=4[O:28][C:29]4[CH:34]=[CH:33][C:32]([N+:35]([O-])=O)=[CH:31][C:30]=4[F:38])[CH:20]=3)=[CH:15][CH:14]=2)[C:5](=[O:11])[O:6][C:7]([CH3:10])([CH3:9])[CH3:8])[CH2:3][CH2:2]1.CO.[Cl-].[NH4+].